This data is from Reaction yield outcomes from USPTO patents with 853,638 reactions. The task is: Predict the reaction yield, written as a fraction of the theoretical maximum amount of product (1.0 means a 100% yield; for example, 0.34 means a 34% yield). (1) The reactants are O[NH:2][C:3](=N)[C:4]1[CH:9]=[C:8]([C:10]2[N:19]=[C:18]([NH:20][CH2:21][C:22]3[CH:27]=[CH:26][CH:25]=[CH:24][N:23]=3)[C:17]3[C:12](=[CH:13][CH:14]=[CH:15][C:16]=3[C:28]3[CH:33]=[CH:32][CH:31]=[CH:30][CH:29]=3)[N:11]=2)[CH:7]=[N:6][CH:5]=1. The catalyst is N.CO.[Ni]. The product is [NH2:2][CH2:3][C:4]1[CH:9]=[C:8]([C:10]2[N:19]=[C:18]([NH:20][CH2:21][C:22]3[CH:27]=[CH:26][CH:25]=[CH:24][N:23]=3)[C:17]3[C:12](=[CH:13][CH:14]=[CH:15][C:16]=3[C:28]3[CH:33]=[CH:32][CH:31]=[CH:30][CH:29]=3)[N:11]=2)[CH:7]=[N:6][CH:5]=1. The yield is 0.500. (2) The reactants are [CH:1]([N:4]1[CH2:9][CH2:8][N:7]([CH2:10][C:11]2[CH:18]=[CH:17][C:14]([CH:15]=O)=[CH:13][CH:12]=2)[CH2:6][CH2:5]1)([CH3:3])[CH3:2].OS([O-])=O.[Na+].CC1C=CC(S(O)(=O)=O)=CC=1.[NH2:35][C:36]1[CH:44]=[C:43]([O:45][CH3:46])[CH:42]=[C:41]([O:47][CH3:48])[C:37]=1[C:38]([NH2:40])=[O:39]. The catalyst is CC(N(C)C)=O.O. The product is [CH:1]([N:4]1[CH2:9][CH2:8][N:7]([CH2:10][C:11]2[CH:18]=[CH:17][C:14]([C:15]3[NH:40][C:38](=[O:39])[C:37]4[C:36](=[CH:44][C:43]([O:45][CH3:46])=[CH:42][C:41]=4[O:47][CH3:48])[N:35]=3)=[CH:13][CH:12]=2)[CH2:6][CH2:5]1)([CH3:3])[CH3:2]. The yield is 0.300. (3) The reactants are [NH2:1][C:2]1[C:3]([O:20][CH3:21])=[CH:4][C:5]([CH:17]([CH3:19])[CH3:18])=[C:6]([CH:16]=1)[O:7][C:8]1[C:9]([NH2:15])=[N:10][C:11]([NH2:14])=[N:12][CH:13]=1.[CH2:22]([N:24]=[C:25]=[O:26])[CH3:23]. The catalyst is C1(C)C=CC=CC=1. The product is [NH2:14][C:11]1[N:10]=[C:9]([NH2:15])[C:8]([O:7][C:6]2[C:5]([CH:17]([CH3:19])[CH3:18])=[CH:4][C:3]([O:20][CH3:21])=[C:2]([NH:1][C:25]([NH:24][CH2:22][CH3:23])=[O:26])[CH:16]=2)=[CH:13][N:12]=1. The yield is 0.830. (4) The reactants are O=P(Cl)(Cl)Cl.[C:6]([O:9][CH2:10][CH2:11][CH2:12][S:13][C:14]1[S:15][CH:16]=[CH:17][CH:18]=1)(=[O:8])[CH3:7].CN([CH:22]=[O:23])C.C(=O)([O-])[O-].[Na+].[Na+]. The catalyst is ClCCCl. The product is [C:6]([O:9][CH2:10][CH2:11][CH2:12][S:13][C:14]1[S:15][C:16]([CH:22]=[O:23])=[CH:17][CH:18]=1)(=[O:8])[CH3:7]. The yield is 0.820. (5) The reactants are [CH2:1]1[CH2:5][O:4][CH2:3][CH2:2]1.[C:6]1(P(C2C=CC=CC=2)C2C=CC=CC=2)C=CC=CC=1.C(OC(N=NC(OC(C)C)=O)=O)(C)C.[Si](OC1[CH:48]=[CH:49][C:50]2[C:62](=[O:63])[C:61]3[C:60]4[C:55](=[CH:56][C:57]([C:64]#[N:65])=[CH:58][CH:59]=4)[NH:54][C:53]=3[C:52]([CH3:67])([CH3:66])C=2C=1)(C(C)(C)C)(C)C. The catalyst is CO. The product is [CH3:3][O:4][C:5]1[CH:48]=[CH:49][C:50]2[C:62](=[O:63])[C:61]3[C:60]4[C:55](=[CH:56][C:57]([C:64]#[N:65])=[CH:58][CH:59]=4)[N:54]([CH3:6])[C:53]=3[C:52]([CH3:67])([CH3:66])[C:2]=2[CH:1]=1. The yield is 0.410.